Dataset: Reaction yield outcomes from USPTO patents with 853,638 reactions. Task: Predict the reaction yield, written as a fraction of the theoretical maximum amount of product (1.0 means a 100% yield; for example, 0.34 means a 34% yield). (1) The reactants are [C:1]([C:3]1[CH:15]=[C:14]2[C:6]([C:7]3[C:8](=[O:30])[C:9]4[CH:21]=[CH:20][C:19](OS(C(F)(F)F)(=O)=O)=[CH:18][C:10]=4[C:11]([CH3:17])([CH3:16])[C:12]=3[NH:13]2)=[CH:5][CH:4]=1)#[N:2].[CH2:31](O)[CH2:32]C.C([B-](F)(F)F)=C.[K+].C(N(CC)CC)C. The catalyst is O. The product is [CH3:16][C:11]1([CH3:17])[C:12]2[NH:13][C:14]3[C:6](=[CH:5][CH:4]=[C:3]([C:1]#[N:2])[CH:15]=3)[C:7]=2[C:8](=[O:30])[C:9]2[CH:21]=[CH:20][C:19]([CH:31]=[CH2:32])=[CH:18][C:10]1=2. The yield is 0.800. (2) The catalyst is O.CO. The reactants are [OH2:1].[OH-].[Li+].Cl.[CH2:5]1[CH2:9][O:8][CH2:7][CH2:6]1. The product is [CH3:9][C:5]1[CH2:6][CH2:7][C@H:6]([C:7]([OH:1])=[O:8])[CH2:5][CH:9]=1. The yield is 0.910. (3) The reactants are [Cl:1][C:2]1[C:3]([I:14])=[CH:4][C:5]([CH3:13])=[C:6]2[C:11]=1[C:10](=[O:12])[NH:9][CH2:8][CH2:7]2.CC(C)([O-])C.[K+].[CH2:21]([O:28][C:29]1[C:34]([CH2:35]Cl)=[C:33]([O:37][CH3:38])[CH:32]=[C:31]([CH3:39])[N:30]=1)[C:22]1[CH:27]=[CH:26][CH:25]=[CH:24][CH:23]=1. The catalyst is CN(C=O)C. The product is [CH2:21]([O:28][C:29]1[C:34]([CH2:35][N:9]2[CH2:8][CH2:7][C:6]3[C:11](=[C:2]([Cl:1])[C:3]([I:14])=[CH:4][C:5]=3[CH3:13])[C:10]2=[O:12])=[C:33]([O:37][CH3:38])[CH:32]=[C:31]([CH3:39])[N:30]=1)[C:22]1[CH:23]=[CH:24][CH:25]=[CH:26][CH:27]=1. The yield is 0.500. (4) The reactants are [NH2:1][C:2]1[C:3]([Cl:9])=[N:4][CH:5]=[N:6][C:7]=1Cl.C(O)CCC.C(N(CC)CC)C.[CH2:22]([NH2:29])[C:23]1[CH:28]=[CH:27][CH:26]=[CH:25][CH:24]=1. No catalyst specified. The product is [NH2:1][C:2]1[C:7]([NH:29][CH2:22][C:23]2[CH:28]=[CH:27][CH:26]=[CH:25][CH:24]=2)=[N:6][CH:5]=[N:4][C:3]=1[Cl:9]. The yield is 0.960. (5) The reactants are CC(C)([O-])C.[K+].C1(C)C=CC(S([CH2:16][N+:17]#[C-])(=O)=O)=CC=1.[O:20]1[CH:24]=[CH:23][CH:22]=[C:21]1[C:25]1[O:26][C:27]([CH3:55])=[C:28]([CH2:30][O:31][C:32]2[CH:52]=[CH:51][C:35]([CH2:36][O:37][C:38]3[CH:42]=[C:41]([CH:43]=O)[N:40]([C:45]4[CH:50]=[CH:49][CH:48]=[CH:47][CH:46]=4)[N:39]=3)=[CH:34][C:33]=2[O:53][CH3:54])[N:29]=1.[Cl-].[NH4+]. The catalyst is C(COC)OC.CO. The product is [O:20]1[CH:24]=[CH:23][CH:22]=[C:21]1[C:25]1[O:26][C:27]([CH3:55])=[C:28]([CH2:30][O:31][C:32]2[CH:52]=[CH:51][C:35]([CH2:36][O:37][C:38]3[CH:42]=[C:41]([CH2:43][C:16]#[N:17])[N:40]([C:45]4[CH:50]=[CH:49][CH:48]=[CH:47][CH:46]=4)[N:39]=3)=[CH:34][C:33]=2[O:53][CH3:54])[N:29]=1. The yield is 0.150. (6) The reactants are [CH3:1][O:2][C:3]1[N:8]=[C:7]([C:9]([OH:11])=O)[CH:6]=[CH:5][C:4]=1[N+:12]([O-:14])=[O:13].Cl.CN.C(=O)(O)[O-].[Na+].[CH3:23][N:24](C(ON1N=NC2C=CC=NC1=2)=[N+](C)C)C.F[P-](F)(F)(F)(F)F. The catalyst is CS(C)=O. The product is [CH3:1][O:2][C:3]1[N:8]=[C:7]([C:9]([NH:24][CH3:23])=[O:11])[CH:6]=[CH:5][C:4]=1[N+:12]([O-:14])=[O:13]. The yield is 0.850. (7) The reactants are [Si:1]([O:8][C@H:9]1[CH2:14][CH2:13][C@@:12]([C@H:16]2[CH2:24][CH2:23][C@@:22]3([CH3:25])[C@@H:18]([CH2:19][CH2:20][C:21]3=[CH2:26])[C@@H:17]2[CH2:27][NH:28]C(=O)C(F)(F)F)([CH3:15])[C@@H:11]([CH2:35][O:36][Si:37]([C:40]([CH3:43])([CH3:42])[CH3:41])([CH3:39])[CH3:38])[CH2:10]1)([C:4]([CH3:7])([CH3:6])[CH3:5])([CH3:3])[CH3:2].C(=O)([O-])[O-].[K+].[K+]. The catalyst is CO.O. The product is [Si:1]([O:8][C@H:9]1[CH2:14][CH2:13][C@@:12]([C@H:16]2[CH2:24][CH2:23][C@@:22]3([CH3:25])[C@@H:18]([CH2:19][CH2:20][C:21]3=[CH2:26])[C@@H:17]2[CH2:27][NH2:28])([CH3:15])[C@@H:11]([CH2:35][O:36][Si:37]([C:40]([CH3:43])([CH3:42])[CH3:41])([CH3:38])[CH3:39])[CH2:10]1)([C:4]([CH3:7])([CH3:6])[CH3:5])([CH3:3])[CH3:2]. The yield is 0.940.